Predict which catalyst facilitates the given reaction. From a dataset of Catalyst prediction with 721,799 reactions and 888 catalyst types from USPTO. Reactant: [Br-].[CH2:2]([P+](C1C=CC=CC=1)(C1C=CC=CC=1)C1C=CC=CC=1)[CH2:3][CH2:4][CH2:5][CH3:6].[Li+].C[Si]([N-][Si](C)(C)C)(C)C.[Cl:36][C:37]1[CH:45]=[C:44]2[C:40]([CH:41]=[C:42]([CH:46]=O)[NH:43]2)=[CH:39][CH:38]=1.[Cl-].[NH4+]. Product: [Cl:36][C:37]1[CH:45]=[C:44]2[C:40]([CH:41]=[C:42]([CH:46]=[CH:2][CH2:3][CH2:4][CH2:5][CH3:6])[NH:43]2)=[CH:39][CH:38]=1. The catalyst class is: 56.